From a dataset of Full USPTO retrosynthesis dataset with 1.9M reactions from patents (1976-2016). Predict the reactants needed to synthesize the given product. (1) The reactants are: [O:1]([C:8]1[CH:15]=[CH:14][C:11]([CH:12]=O)=[CH:10][CH:9]=1)[C:2]1[CH:7]=[CH:6][CH:5]=[CH:4][CH:3]=1.[CH3:16][CH:17]([CH3:33])[C:18]([NH:20][C:21]1[CH:26]=[CH:25][CH:24]=[C:23]([CH:27]2[CH2:32][CH2:31][NH:30][CH2:29][CH2:28]2)[CH:22]=1)=[O:19]. Given the product [CH3:16][CH:17]([CH3:33])[C:18]([NH:20][C:21]1[CH:26]=[CH:25][CH:24]=[C:23]([CH:27]2[CH2:32][CH2:31][N:30]([CH2:12][C:11]3[CH:14]=[CH:15][C:8]([O:1][C:2]4[CH:7]=[CH:6][CH:5]=[CH:4][CH:3]=4)=[CH:9][CH:10]=3)[CH2:29][CH2:28]2)[CH:22]=1)=[O:19], predict the reactants needed to synthesize it. (2) Given the product [C:1]([O:5][C:6]([N:8]1[CH2:13][CH2:12][CH:11]([C:14]2[CH:15]=[CH:16][C:17]([C:20]([F:23])([F:21])[F:22])=[CH:18][CH:19]=2)[CH2:10][CH2:9]1)=[O:7])([CH3:4])([CH3:2])[CH3:3], predict the reactants needed to synthesize it. The reactants are: [C:1]([O:5][C:6]([N:8]1[CH2:13][CH:12]=[C:11]([C:14]2[CH:19]=[CH:18][C:17]([C:20]([F:23])([F:22])[F:21])=[CH:16][CH:15]=2)[CH2:10][CH2:9]1)=[O:7])([CH3:4])([CH3:3])[CH3:2]. (3) Given the product [CH3:13][C:11]1[NH:10][C:9]2[CH:23]=[CH:24][C:6]([CH2:5][C@@H:4]([NH:25][C:26]([N:28]3[CH2:29][CH2:30][CH:31]([N:34]4[CH2:43][C:42]5[C:37](=[CH:38][CH:39]=[CH:40][CH:41]=5)[NH:36][C:35]4=[O:44])[CH2:32][CH2:33]3)=[O:27])[C:3]([OH:45])=[O:2])=[CH:7][C:8]=2[N:12]=1, predict the reactants needed to synthesize it. The reactants are: C[O:2][C:3](=[O:45])[C@H:4]([NH:25][C:26]([N:28]1[CH2:33][CH2:32][CH:31]([N:34]2[CH2:43][C:42]3[C:37](=[CH:38][CH:39]=[CH:40][CH:41]=3)[NH:36][C:35]2=[O:44])[CH2:30][CH2:29]1)=[O:27])[CH2:5][C:6]1[CH:24]=[CH:23][C:9]2[N:10](S(CC[Si](C)(C)C)(=O)=O)[C:11]([CH3:13])=[N:12][C:8]=2[CH:7]=1.COC(=O)[C@H](NC(N1CCC(N2CC3C(=CC=CC=3)NC2=O)CC1)=O)CC1C=CC2N=C(C)N(S(CC[Si](C)(C)C)(=O)=O)C=2C=1.O=C1N(C2CCN(C(N[C@H](CC3C=C4C(=CC=3)N(S(CC[Si](C)(C)C)(=O)=O)N=C4)C(O)=O)=O)CC2)CC2C(=CC=CC=2)N1.[OH-].[Li+].CO.O1CCCC1.O. (4) Given the product [Cl:1][C:2]1[C:11]2[C:10](=[O:12])[N:9]([CH2:13][CH2:14][C:15]3[CH:20]=[CH:19][CH:18]=[CH:17][CH:16]=3)[C:8]([C:21]3[CH:26]=[CH:25][CH:24]=[CH:23][C:22]=3[O:27][CH3:28])=[N:7][C:6]=2[CH:5]=[CH:4][N:3]=1, predict the reactants needed to synthesize it. The reactants are: [Cl:1][C:2]1[C:11]2[C:10](=[O:12])[N:9]([CH2:13][CH2:14][C:15]3[CH:20]=[CH:19][CH:18]=[CH:17][CH:16]=3)[CH:8]([C:21]3[CH:26]=[CH:25][CH:24]=[CH:23][C:22]=3[O:27][CH3:28])[NH:7][C:6]=2[CH:5]=[CH:4][N:3]=1.[Mn]([O-])(=O)(=O)=O.[K+]. (5) Given the product [CH3:9][O:10][C:11]1[CH:18]=[C:17]([O:19][CH3:20])[CH:16]=[CH:15][C:12]=1[C:13]1[NH:8][C:1]2[CH:6]=[CH:5][CH:4]=[CH:3][C:2]=2[N:7]=1, predict the reactants needed to synthesize it. The reactants are: [C:1]1([NH2:8])[C:2]([NH2:7])=[CH:3][CH:4]=[CH:5][CH:6]=1.[CH3:9][O:10][C:11]1[CH:18]=[C:17]([O:19][CH3:20])[CH:16]=[CH:15][C:12]=1[CH:13]=O.C(O)(=O)C. (6) Given the product [NH2:2][C:1]1[C:3]2=[N:4][CH:5]=[CH:6][CH:7]=[C:8]2[O:9][C:10]=1[C:11]([NH2:13])=[O:12], predict the reactants needed to synthesize it. The reactants are: [C:1]([C:3]1[C:8]([O:9][CH2:10][C:11]([NH2:13])=[O:12])=[CH:7][CH:6]=[CH:5][N:4]=1)#[N:2].